Dataset: Peptide-MHC class II binding affinity with 134,281 pairs from IEDB. Task: Regression. Given a peptide amino acid sequence and an MHC pseudo amino acid sequence, predict their binding affinity value. This is MHC class II binding data. (1) The binding affinity (normalized) is 0.606. The peptide sequence is GITIKKTGQALVVGI. The MHC is DRB4_0101 with pseudo-sequence DRB4_0103. (2) The peptide sequence is VIPEGWKADTSYESK. The MHC is HLA-DQA10501-DQB10301 with pseudo-sequence HLA-DQA10501-DQB10301. The binding affinity (normalized) is 0.312.